This data is from Forward reaction prediction with 1.9M reactions from USPTO patents (1976-2016). The task is: Predict the product of the given reaction. (1) Given the reactants Cl[C:2]1[N:3]=[C:4]([NH:11][C:12]2[CH:17]=[CH:16][C:15]([O:18][CH3:19])=[C:14]([O:20][CH3:21])[CH:13]=2)[C:5]2[N:10]=[CH:9][S:8][C:6]=2[N:7]=1.[NH:22]1[CH2:27][CH2:26][CH2:25][CH:24]([C:28]([O:30][CH3:31])=[O:29])[CH2:23]1.C([O-])([O-])=O.[Cs+].[Cs+].CC(C1C=C(C(C)C)C(C2C=CC=CC=2P(C2CCCCC2)C2CCCCC2)=C(C(C)C)C=1)C, predict the reaction product. The product is: [CH3:21][O:20][C:14]1[CH:13]=[C:12]([NH:11][C:4]2[C:5]3[N:10]=[CH:9][S:8][C:6]=3[N:7]=[C:2]([N:22]3[CH2:27][CH2:26][CH2:25][CH:24]([C:28]([O:30][CH3:31])=[O:29])[CH2:23]3)[N:3]=2)[CH:17]=[CH:16][C:15]=1[O:18][CH3:19]. (2) Given the reactants [C:1]([O:5][C:6]([N:8]1[CH2:13][CH2:12][C:11](=O)[CH2:10][CH2:9]1)=[O:7])([CH3:4])([CH3:3])[CH3:2].[C:15]([OH:21])(=[O:20])[CH2:16]C(O)=O.C([O-])(=O)C.[NH4+:26], predict the reaction product. The product is: [C:1]([O:5][C:6]([N:8]1[CH2:13][CH2:12][C:11]([NH2:26])([CH2:16][C:15]([OH:21])=[O:20])[CH2:10][CH2:9]1)=[O:7])([CH3:4])([CH3:3])[CH3:2]. (3) Given the reactants Cl.[I:2][C:3]1[CH:14]=[CH:13][CH:12]=[CH:11][C:4]=1[O:5][CH2:6][CH:7]1[CH2:10][NH:9][CH2:8]1.Cl[C:16]1[N:17]=[N:18][C:19]([C:22]2[O:23][C:24]([CH3:27])=[N:25][N:26]=2)=[CH:20][CH:21]=1.C(=O)([O-])[O-].[K+].[K+].O, predict the reaction product. The product is: [I:2][C:3]1[CH:14]=[CH:13][CH:12]=[CH:11][C:4]=1[O:5][CH2:6][CH:7]1[CH2:8][N:9]([C:16]2[N:17]=[N:18][C:19]([C:22]3[O:23][C:24]([CH3:27])=[N:25][N:26]=3)=[CH:20][CH:21]=2)[CH2:10]1.